This data is from Full USPTO retrosynthesis dataset with 1.9M reactions from patents (1976-2016). The task is: Predict the reactants needed to synthesize the given product. (1) Given the product [C:20]([O:19][C:18]([NH:17][CH2:16][C@H:15]([NH:14][C:2]1[N:3]=[CH:4][C:5](/[CH:8]=[CH:9]/[C:10]([O:12][CH3:13])=[O:11])=[N:6][CH:7]=1)[CH3:25])=[O:24])([CH3:23])([CH3:22])[CH3:21], predict the reactants needed to synthesize it. The reactants are: Cl[C:2]1[N:3]=[CH:4][C:5](/[CH:8]=[CH:9]/[C:10]([O:12][CH3:13])=[O:11])=[N:6][CH:7]=1.[NH2:14][C@H:15]([CH3:25])[CH2:16][NH:17][C:18](=[O:24])[O:19][C:20]([CH3:23])([CH3:22])[CH3:21].CCN(CC)CC.CCOC(C)=O. (2) Given the product [CH:1]1([C:4]2[O:13][N:15]=[C:6]([C:7]([O:9][CH2:10][CH3:11])=[O:8])[CH:5]=2)[CH2:3][CH2:2]1, predict the reactants needed to synthesize it. The reactants are: [CH:1]1([C:4](=[O:13])[CH2:5][C:6](=O)[C:7]([O:9][CH2:10][CH3:11])=[O:8])[CH2:3][CH2:2]1.Cl.[NH2:15]O. (3) Given the product [CH3:24][C:21]([CH3:22])([CH3:23])[C:20]([NH:19][CH:16]1[CH2:17][CH2:18][N:14]([C:9]2[CH:8]=[CH:7][C:6]3[C:11](=[CH:12][CH:13]=[C:4]([C:3]4[N:26]=[C:42]([CH2:39][CH2:35][C:32]5[CH:31]=[CH:30][C:29]([C:28]([F:27])([F:40])[F:41])=[CH:34][CH:33]=5)[O:1][N:2]=4)[CH:5]=3)[N:10]=2)[CH2:15]1)=[O:25], predict the reactants needed to synthesize it. The reactants are: [OH:1][NH:2][C:3](=[NH:26])[C:4]1[CH:5]=[C:6]2[C:11](=[CH:12][CH:13]=1)[N:10]=[C:9]([N:14]1[CH2:18][CH2:17][CH:16]([NH:19][C:20](=[O:25])[C:21]([CH3:24])([CH3:23])[CH3:22])[CH2:15]1)[CH:8]=[CH:7]2.[F:27][C:28]([F:41])([F:40])[C:29]1[CH:34]=[CH:33][C:32]([CH:35]([CH3:39])C(O)=O)=[CH:31][CH:30]=1.[CH2:42](Cl)CCl. (4) Given the product [I:25][C:26]1[CH:37]=[CH:36][C:29]([O:30][CH2:31][C@@H:1]2[CH2:7][O:6][C:3]([CH3:5])([CH3:4])[O:2]2)=[CH:28][CH:27]=1, predict the reactants needed to synthesize it. The reactants are: [CH3:1][O:2][C:3]([O:6][CH3:7])([CH3:5])[CH3:4].CC1C=CC(S([O-])(=O)=O)=CC=1.C1C=C[NH+]=CC=1.[I:25][C:26]1[CH:37]=[CH:36][C:29]([O:30][CH2:31][C@@H](O)CO)=[CH:28][CH:27]=1. (5) Given the product [CH:4]1([NH2:1])[CH2:5][CH2:11][CH2:10][CH2:6][CH2:7]1.[N+:1]([CH2:4][C@:5]1([CH2:12][C:13]([OH:15])=[O:14])[CH2:11][C@@H:10]2[C@H:6]1[CH2:7][CH2:8][CH2:9]2)([O-:3])=[O:2], predict the reactants needed to synthesize it. The reactants are: [N+:1]([CH2:4][C@:5]1([CH2:12][C:13]([OH:15])=[O:14])[CH2:11][C@@H:10]2[C@H:6]1[CH2:7][CH2:8][CH2:9]2)([O-:3])=[O:2].C1(N)CCCCC1. (6) Given the product [Cl:1][C:2]1[CH:9]=[CH:8][C:5](/[CH:6]=[CH:16]/[C:17](=[O:18])[CH3:19])=[C:4]([F:10])[CH:3]=1, predict the reactants needed to synthesize it. The reactants are: [Cl:1][C:2]1[CH:9]=[CH:8][C:5]([CH:6]=O)=[C:4]([F:10])[CH:3]=1.[OH-].[Na+].ClCCl.[CH3:16][C:17]([CH3:19])=[O:18].